Dataset: Full USPTO retrosynthesis dataset with 1.9M reactions from patents (1976-2016). Task: Predict the reactants needed to synthesize the given product. (1) Given the product [OH:1][C:2]([CH2:6][CH2:7][CH3:8])([C:3]([NH2:38])=[O:4])[C:9]([N:10]([C@@H:11]1[C:17](=[O:18])[NH:16][C:15]2[CH:19]=[CH:20][CH:21]=[CH:22][C:14]=2[C:13]2[CH:23]=[CH:24][CH:25]=[CH:26][C:12]1=2)[CH2:32][CH2:31][C:30]([F:35])([F:34])[F:29])=[O:27], predict the reactants needed to synthesize it. The reactants are: [OH:1][C:2]([C:9](=[O:27])[NH:10][C@@H:11]1[C:17](=[O:18])[NH:16][C:15]2[CH:19]=[CH:20][CH:21]=[CH:22][C:14]=2[C:13]2[CH:23]=[CH:24][CH:25]=[CH:26][C:12]1=2)([CH2:6][CH2:7][CH3:8])[C:3](O)=[O:4].Cl.[F:29][C:30]([F:35])([F:34])[CH2:31][CH2:32]N.O.O[N:38]1C2C=CC=CC=2N=N1.C(N(C(C)C)CC)(C)C.Cl.CN(C)CCCN=C=NCC. (2) Given the product [Br:1][C:2]1[C:8]([F:9])=[CH:7][C:5]([NH2:6])=[C:4]([I:18])[C:3]=1[F:10], predict the reactants needed to synthesize it. The reactants are: [Br:1][C:2]1[C:8]([F:9])=[CH:7][C:5]([NH2:6])=[CH:4][C:3]=1[F:10].C1C(=O)N([I:18])C(=O)C1.O. (3) Given the product [NH2:2][C:3]1[N:4]([CH2:26][CH3:27])[C:5]2[C:10]([C:11](=[O:24])[C:12]=1[C:13]1[NH:14][CH:17]=[CH:16][N:15]=1)=[CH:9][CH:8]=[C:7]([I:25])[CH:6]=2, predict the reactants needed to synthesize it. The reactants are: Cl.[NH2:2][C:3]1[N:4]([CH2:26][CH3:27])[C:5]2[C:10]([C:11](=[O:24])[C:12]=1[C:13]([NH:15][CH2:16][CH:17](OCC)OCC)=[NH:14])=[CH:9][CH:8]=[C:7]([I:25])[CH:6]=2.[OH-].[Na+].[NH4+].[OH-]. (4) Given the product [NH2:6][C:3]1([CH2:2][NH:1][C:28]([C:27]2[C:26]([CH3:31])=[N:25][N:24]3[C:19]([O:18][CH2:17][C:16]4[C:33]([F:37])=[CH:34][CH:35]=[CH:36][C:15]=4[F:14])=[CH:20][C:21]([CH3:32])=[CH:22][C:23]=23)=[O:29])[CH2:4][CH2:5]1, predict the reactants needed to synthesize it. The reactants are: [NH2:1][CH2:2][C:3]1([NH:6]C(=O)OC(C)(C)C)[CH2:5][CH2:4]1.[F:14][C:15]1[CH:36]=[CH:35][CH:34]=[C:33]([F:37])[C:16]=1[CH2:17][O:18][C:19]1[N:24]2[N:25]=[C:26]([CH3:31])[C:27]([C:28](O)=[O:29])=[C:23]2[CH:22]=[C:21]([CH3:32])[CH:20]=1.CN(C(ON1N=NC2C=CC=NC1=2)=[N+](C)C)C.F[P-](F)(F)(F)(F)F.CN1CCOCC1. (5) Given the product [N:30]([CH2:12][CH:13]1[CH2:22][CH2:21][C:20]2[C:15](=[C:16]([C:23]3[CH:28]=[CH:27][CH:26]=[CH:25][C:24]=3[Cl:29])[CH:17]=[CH:18][CH:19]=2)[O:14]1)=[N+:31]=[N-:32], predict the reactants needed to synthesize it. The reactants are: CC1C=CC(S(O[CH2:12][CH:13]2[CH2:22][CH2:21][C:20]3[C:15](=[C:16]([C:23]4[CH:28]=[CH:27][CH:26]=[CH:25][C:24]=4[Cl:29])[CH:17]=[CH:18][CH:19]=3)[O:14]2)(=O)=O)=CC=1.[N-:30]=[N+:31]=[N-:32].[Na+].